This data is from Forward reaction prediction with 1.9M reactions from USPTO patents (1976-2016). The task is: Predict the product of the given reaction. Given the reactants [OH:1][C:2]1[CH:20]=[CH:19][C:18]([S:21]([N:24]2[CH2:29][CH2:28][CH2:27][CH2:26][CH2:25]2)(=[O:23])=[O:22])=[CH:17][C:3]=1[C:4]([NH:6][C:7]1[CH:12]=[CH:11][C:10]([O:13][CH:14]([CH3:16])[CH3:15])=[CH:9][CH:8]=1)=[O:5].C(=O)([O-])[O-].[K+].[K+].I[CH2:37][CH3:38], predict the reaction product. The product is: [CH2:37]([O:1][C:2]1[CH:20]=[CH:19][C:18]([S:21]([N:24]2[CH2:29][CH2:28][CH2:27][CH2:26][CH2:25]2)(=[O:23])=[O:22])=[CH:17][C:3]=1[C:4]([NH:6][C:7]1[CH:12]=[CH:11][C:10]([O:13][CH:14]([CH3:16])[CH3:15])=[CH:9][CH:8]=1)=[O:5])[CH3:38].